From a dataset of Catalyst prediction with 721,799 reactions and 888 catalyst types from USPTO. Predict which catalyst facilitates the given reaction. (1) Reactant: Br[CH2:2][CH:3]1[CH2:7][N:6]([C:8]2[CH:9]=[N:10][N:11]3[CH2:16][C@H:15]([CH3:17])[N:14]([C:18]([O:20][C:21]([CH3:24])([CH3:23])[CH3:22])=[O:19])[CH2:13][C:12]=23)[C:5](=[O:25])[CH2:4]1.CC([O-])(C)C.[K+].O.CCOC(C)=O. Product: [CH3:17][C@H:15]1[CH2:16][N:11]2[N:10]=[CH:9][C:8]([N:6]3[CH2:7][CH:3]4[CH:4]([CH2:2]4)[C:5]3=[O:25])=[C:12]2[CH2:13][N:14]1[C:18]([O:20][C:21]([CH3:22])([CH3:23])[CH3:24])=[O:19]. The catalyst class is: 1. (2) Reactant: [CH3:1][O:2][C:3]1[C:8]([C:9]2[CH:14]=[CH:13][C:12]([O:15][CH:16]3[CH2:21][CH2:20]CCO3)=[CH:11][CH:10]=2)=[CH:7][C:6]([CH2:22][CH:23]([OH:26])[CH2:24][OH:25])=[CH:5][CH:4]=1.CC1C=CC(S(O)(=O)=O)=CC=1. Product: [CH2:16]([O:15][C:12]1[CH:11]=[CH:10][C:9]([C:8]2[C:3]([O:2][CH3:1])=[CH:4][CH:5]=[C:6]([CH2:22][CH:23]([OH:26])[CH2:24][OH:25])[CH:7]=2)=[CH:14][CH:13]=1)[CH:21]=[CH2:20]. The catalyst class is: 521. (3) Product: [CH2:1]1[NH:6][CH2:5][CH2:4][N:3]2[C:12]3[CH:18]=[CH:17][C:16]([C:19]([OH:21])=[O:20])=[CH:15][C:13]=3[N:14]=[C:2]12. The catalyst class is: 8. Reactant: [CH2:1]1[N:6](C(OCC)=O)[CH2:5][CH2:4][N:3]2[C:12]3[CH:18]=[CH:17][C:16]([C:19]([O:21]CC)=[O:20])=[CH:15][C:13]=3[N:14]=[C:2]12.[OH-].[Na+].O.Cl. (4) Reactant: [CH3:1][O:2][C:3](=[O:27])[C@@H:4]([NH:8][S:9]([C:11]1[CH:16]=[CH:15][C:14]([C:17]#[C:18][C:19]2[CH:24]=[CH:23][C:22]([CH:25]=O)=[CH:21][CH:20]=2)=[CH:13][CH:12]=1)=[O:10])[C@H:5]([OH:7])[CH3:6].[NH:28]1[CH2:33][CH2:32][O:31][CH2:30][CH2:29]1.[BH-](OC(C)=O)(OC(C)=O)OC(C)=O.[Na+]. Product: [CH3:1][O:2][C:3](=[O:27])[C@@H:4]([NH:8][S:9]([C:11]1[CH:16]=[CH:15][C:14]([C:17]#[C:18][C:19]2[CH:24]=[CH:23][C:22]([CH2:25][N:28]3[CH2:33][CH2:32][O:31][CH2:30][CH2:29]3)=[CH:21][CH:20]=2)=[CH:13][CH:12]=1)=[O:10])[C@H:5]([OH:7])[CH3:6]. The catalyst class is: 22. (5) Reactant: [H-].[Na+].[F:3][C:4]1[CH:9]=[C:8]([I:10])[CH:7]=[CH:6][C:5]=1[NH:11][C:12]1[C:21]2[C:20](=[O:22])[NH:19][CH:18]=[N:17][C:16]=2[N:15]([CH3:23])[C:14](=[O:24])[C:13]=1C.Cl[CH2:27][C@H:28]1[CH2:32][O:31][C:30]([CH3:34])([CH3:33])[O:29]1. Product: [CH3:33][C:30]1([CH3:34])[O:29][C@@H:28]([CH2:27][N:19]2[C:20](=[O:22])[C:21]3[C:12]([NH:11][C:5]4[CH:6]=[CH:7][C:8]([I:10])=[CH:9][C:4]=4[F:3])=[CH:13][C:14](=[O:24])[N:15]([CH3:23])[C:16]=3[N:17]=[CH:18]2)[CH2:32][O:31]1. The catalyst class is: 3.